This data is from Forward reaction prediction with 1.9M reactions from USPTO patents (1976-2016). The task is: Predict the product of the given reaction. Given the reactants [Mn]([O-])(=O)(=O)=O.[K+].[O:7]1C=CC=[C:8]1[C:12]1[CH:17]=[N:16][C:15]([C:18]2[CH:23]=[CH:22][N:21]=[CH:20][CH:19]=2)=[CH:14][N:13]=1.C([OH:26])C, predict the reaction product. The product is: [N:21]1[CH:22]=[CH:23][C:18]([C:15]2[N:16]=[CH:17][C:12]([C:8]([OH:7])=[O:26])=[N:13][CH:14]=2)=[CH:19][CH:20]=1.